Task: Predict the reaction yield, written as a fraction of the theoretical maximum amount of product (1.0 means a 100% yield; for example, 0.34 means a 34% yield).. Dataset: Reaction yield outcomes from USPTO patents with 853,638 reactions (1) The reactants are [Cl:1][C:2]1[C:20]([Cl:21])=[CH:19][C:5]([C:6]([NH:8][C:9]2[CH:14]=[CH:13][CH:12]=[C:11]([S:15](=[O:18])(=[O:17])[NH2:16])[CH:10]=2)=[O:7])=[C:4](F)[CH:3]=1.[F:23][C:24]1[CH:29]=[CH:28][C:27]([OH:30])=[C:26]([O:31][CH3:32])[CH:25]=1.C([O-])([O-])=O.[K+].[K+]. The catalyst is CN(C=O)C. The product is [Cl:1][C:2]1[C:20]([Cl:21])=[CH:19][C:5]([C:6]([NH:8][C:9]2[CH:14]=[CH:13][CH:12]=[C:11]([S:15](=[O:18])(=[O:17])[NH2:16])[CH:10]=2)=[O:7])=[C:4]([O:30][C:27]2[CH:28]=[CH:29][C:24]([F:23])=[CH:25][C:26]=2[O:31][CH3:32])[CH:3]=1. The yield is 0.110. (2) The reactants are Br[C:2]1[C:6]2=[N:7][CH:8]=[CH:9][C:10]([Cl:11])=[C:5]2[S:4][CH:3]=1.[F:12][C:13]1[CH:18]=[C:17]([F:19])[CH:16]=[CH:15][C:14]=1B(O)O.O1CCOCC1.[O-]P([O-])([O-])=O.[K+].[K+].[K+]. The yield is 0.490. The product is [Cl:11][C:10]1[CH:9]=[CH:8][N:7]=[C:6]2[C:2]([C:16]3[CH:15]=[CH:14][C:13]([F:12])=[CH:18][C:17]=3[F:19])=[CH:3][S:4][C:5]=12. The catalyst is O.C1C=CC(P(C2C=CC=CC=2)[C-]2C=CC=C2)=CC=1.C1C=CC(P(C2C=CC=CC=2)[C-]2C=CC=C2)=CC=1.Cl[Pd]Cl.[Fe+2].C(Cl)Cl. (3) The reactants are [NH2:1][OH:2].[Br:3][C:4]1[CH:5]=[C:6]([CH:9]=[C:10]([Br:13])[C:11]=1[OH:12])[C:7]#[N:8]. The catalyst is O.C(O)C. The product is [Br:3][C:4]1[CH:5]=[C:6]([CH:9]=[C:10]([Br:13])[C:11]=1[OH:12])[C:7](=[N:1][OH:2])[NH2:8]. The yield is 0.750. (4) The reactants are [C:1]([C:4]1[CH:5]=[CH:6][C:7]([O:10][CH2:11][CH2:12][NH:13][C:14]([C:16]2[C:24]3[N:23]=[C:22]([C:25]4[S:26][CH:27]=[CH:28][CH:29]=4)[NH:21][C:20]=3[C:19]([O:30]C)=[CH:18][CH:17]=2)=[O:15])=[N:8][CH:9]=1)(=[O:3])[NH2:2].B(Br)(Br)Br. No catalyst specified. The product is [C:1]([C:4]1[CH:5]=[CH:6][C:7]([O:10][CH2:11][CH2:12][NH:13][C:14]([C:16]2[C:24]3[N:23]=[C:22]([C:25]4[S:26][CH:27]=[CH:28][CH:29]=4)[NH:21][C:20]=3[C:19]([OH:30])=[CH:18][CH:17]=2)=[O:15])=[N:8][CH:9]=1)(=[O:3])[NH2:2]. The yield is 0.280. (5) The reactants are [CH3:1][O:2][CH2:3][C:4]([OH:6])=O.O=C1N(P(Cl)(N2CCOC2=O)=O)CCO1.C(N(CC)CC)C.[Br:29][C:30]1[C:31]([F:40])=[C:32]2[C:38]([NH2:39])=[CH:37][NH:36][C:33]2=[N:34][CH:35]=1.[Li+].[OH-].C([O-])([O-])=O.[Na+].[Na+]. The yield is 0.450. The product is [Br:29][C:30]1[C:31]([F:40])=[C:32]2[C:38]([NH:39][C:4](=[O:6])[CH2:3][O:2][CH3:1])=[CH:37][NH:36][C:33]2=[N:34][CH:35]=1. The catalyst is C(Cl)Cl. (6) The reactants are [NH:1]1[C:9]2[C:4](=[CH:5][CH:6]=[CH:7][CH:8]=2)[CH2:3][C:2]1=[O:10].[CH3:11][C:12]1[S:16][C:15]([CH:17]=O)=[CH:14][CH:13]=1. The catalyst is N1CCCCC1.C(O)C. The product is [CH3:17][C:15]1[S:16][C:12]([CH:11]=[C:3]2[C:4]3[C:9](=[CH:8][CH:7]=[CH:6][CH:5]=3)[NH:1][C:2]2=[O:10])=[CH:13][CH:14]=1. The yield is 0.990. (7) The reactants are [NH2:1][C:2]1[CH:3]=[C:4]2[C:9](=[CH:10][CH:11]=1)[C:8](=[O:12])[CH2:7][CH2:6][CH2:5]2.[Br:13]N1C(=O)CCC1=O. The catalyst is C(Cl)Cl. The product is [NH2:1][C:2]1[C:3]([Br:13])=[C:4]2[C:9](=[CH:10][CH:11]=1)[C:8](=[O:12])[CH2:7][CH2:6][CH2:5]2. The yield is 0.870.